Dataset: Full USPTO retrosynthesis dataset with 1.9M reactions from patents (1976-2016). Task: Predict the reactants needed to synthesize the given product. (1) Given the product [Br:4][C:5]1[CH:6]=[C:7]2[C:11](=[CH:12][CH:13]=1)[NH:10][CH:9]=[C:8]2[C:14]#[N:2], predict the reactants needed to synthesize it. The reactants are: Cl.[NH2:2]O.[Br:4][C:5]1[CH:6]=[C:7]2[C:11](=[CH:12][CH:13]=1)[NH:10][CH:9]=[C:8]2[CH:14]=O.C1(C)C=CC=CC=1.S(Cl)(Cl)=O. (2) The reactants are: [N:1]1([C:7]2[CH:12]=[CH:11][C:10]([NH:13][C:14]([C:16]3[CH:17]=[C:18]([CH:30]=[CH:31][CH:32]=3)[CH2:19][S:20][C:21]3[CH:22]=[C:23]([CH:27]=[CH:28][CH:29]=3)[C:24](O)=[O:25])=[O:15])=[C:9]([C:33]3[CH:38]=[C:37]([C:39](=[O:52])[NH:40][CH2:41][C:42]4[CH:47]=[CH:46][CH:45]=[C:44]([C:48]([F:51])([F:50])[F:49])[CH:43]=4)[CH:36]=[CH:35][N:34]=3)[CH:8]=2)[CH2:6][CH2:5][CH2:4][CH2:3][CH2:2]1.[NH2:53][CH2:54][CH2:55][O:56][CH2:57][CH2:58][O:59][CH2:60][CH2:61][O:62][CH2:63][CH2:64][C:65]([O:67][C:68]([CH3:71])([CH3:70])[CH3:69])=[O:66].C(N(C(C)C)CC)(C)C.CN(C(ON1N=NC2C=CC=NC1=2)=[N+](C)C)C.F[P-](F)(F)(F)(F)F. Given the product [O:25]=[C:24]([C:23]1[CH:27]=[CH:28][CH:29]=[C:21]([S:20][CH2:19][C:18]2[CH:30]=[CH:31][CH:32]=[C:16]([C:14](=[O:15])[NH:13][C:10]3[CH:11]=[CH:12][C:7]([N:1]4[CH2:6][CH2:5][CH2:4][CH2:3][CH2:2]4)=[CH:8][C:9]=3[C:33]3[CH:38]=[C:37]([C:39](=[O:52])[NH:40][CH2:41][C:42]4[CH:47]=[CH:46][CH:45]=[C:44]([C:48]([F:51])([F:49])[F:50])[CH:43]=4)[CH:36]=[CH:35][N:34]=3)[CH:17]=2)[CH:22]=1)[NH:53][CH2:54][CH2:55][O:56][CH2:57][CH2:58][O:59][CH2:60][CH2:61][O:62][CH2:63][CH2:64][C:65]([O:67][C:68]([CH3:71])([CH3:70])[CH3:69])=[O:66], predict the reactants needed to synthesize it. (3) Given the product [N+:1]([C:4]1[CH:12]=[CH:8][CH:7]=[CH:6][C:5]=1[OH:23])([O-:3])=[O:2], predict the reactants needed to synthesize it. The reactants are: [N+:1]([C:4]1[CH:12]=[C:8](C(O)=O)[C:7](O)=[CH:6][CH:5]=1)([O-:3])=[O:2].C1C=CC2N([OH:23])N=NC=2C=1.CC(C)N=C=NC(C)C. (4) Given the product [Br:1][C:2]1[C:7]([O:8][CH3:9])=[CH:6][N:5]=[C:4]([CH2:10][C:12]#[N:13])[CH:3]=1, predict the reactants needed to synthesize it. The reactants are: [Br:1][C:2]1[C:7]([O:8][CH3:9])=[CH:6][N:5]=[C:4]([CH2:10]Br)[CH:3]=1.[C-:12]#[N:13].[K+]. (5) Given the product [CH:38]1([O:37][C:23]2[C:22]([C:19]3[CH:18]=[N:17][N:16]([CH:13]4[CH2:14][CH2:15][NH:10][CH2:11][CH2:12]4)[C:20]=3[F:21])=[CH:31][CH:30]=[C:29]3[C:24]=2[CH2:25][CH2:26][C@H:27]([CH3:36])[N:28]3[C:32]([O:34][CH3:35])=[O:33])[CH2:39][CH2:40][CH2:41]1, predict the reactants needed to synthesize it. The reactants are: [H][H].C([N:10]1[CH2:15][CH2:14][CH:13]([N:16]2[C:20]([F:21])=[C:19]([C:22]3[C:23]([O:37][CH:38]4[CH2:41][CH2:40][CH2:39]4)=[C:24]4[C:29](=[CH:30][CH:31]=3)[N:28]([C:32]([O:34][CH3:35])=[O:33])[C@@H:27]([CH3:36])[CH2:26][CH2:25]4)[CH:18]=[N:17]2)[CH2:12][CH2:11]1)C1C=CC=CC=1.[3H][3H].